Dataset: Forward reaction prediction with 1.9M reactions from USPTO patents (1976-2016). Task: Predict the product of the given reaction. (1) Given the reactants C([O-])([O-])=O.[Na+].[Na+].Cl[C:8]1[C:17]2[C:12](=[C:13]([Cl:18])[CH:14]=[CH:15][CH:16]=2)[N:11]=[CH:10][CH:9]=1.[CH3:19][N:20](C)C(=O)C, predict the reaction product. The product is: [Cl:18][C:13]1[CH:14]=[CH:15][CH:16]=[C:17]2[C:12]=1[N:11]=[CH:10][CH:9]=[C:8]2[C:19]#[N:20]. (2) Given the reactants [CH:1]1[CH2:5]C[CH2:3][CH:2]=1.[CH:6]12[CH2:12][CH:9]([CH2:10][CH2:11]1)[CH:8]=[CH:7]2.[CH2:13]1O[CH2:14]1, predict the reaction product. The product is: [CH2:2]=[CH:1][CH3:5].[CH3:11][C:6](=[CH2:7])[CH3:12].[CH2:13]=[CH2:14].[CH2:5]=[CH:1][CH2:2][CH3:3].[CH2:1]=[CH2:2].[CH2:11]=[CH:6][CH2:7][CH2:8][CH2:9][CH3:10].[CH2:1]=[CH2:2]. (3) Given the reactants [CH:1]1(CO)[CH2:3][CH2:2]1.Cl[C:7]1[N:12]=[CH:11][N:10]=[C:9]([NH:13][C:14]2[CH:22]=[CH:21][C:17]([C:18]([OH:20])=[O:19])=[CH:16][CH:15]=2)[CH:8]=1.[H-].[Na+].[O:25]1CCOCC1, predict the reaction product. The product is: [CH:1]1([O:25][C:7]2[N:12]=[CH:11][N:10]=[C:9]([NH:13][C:14]3[CH:22]=[CH:21][C:17]([C:18]([OH:20])=[O:19])=[CH:16][CH:15]=3)[CH:8]=2)[CH2:3][CH2:2]1. (4) Given the reactants Cl.[CH3:2][O:3][CH2:4][C:5]1([NH2:8])[CH2:7][CH2:6]1.[OH-].[Na+].[O:11]1[C:13]2([CH2:18][CH2:17][N:16]([C:19]([O:21][C:22]([CH3:25])([CH3:24])[CH3:23])=[O:20])[CH2:15][CH2:14]2)[CH2:12]1.[Al], predict the reaction product. The product is: [OH:11][C:13]1([CH2:12][NH:8][C:5]2([CH2:4][O:3][CH3:2])[CH2:7][CH2:6]2)[CH2:14][CH2:15][N:16]([C:19]([O:21][C:22]([CH3:25])([CH3:24])[CH3:23])=[O:20])[CH2:17][CH2:18]1. (5) Given the reactants [Li+:1].[OH-].[CH2:3]([O:10][C:11]1[C:16]([O:17][CH3:18])=[CH:15][C:14]([N:19]2[C:27]3[C:22](=[CH:23][CH:24]=[CH:25][CH:26]=3)[C:21]([C:28]([O:30]C)=[O:29])=[CH:20]2)=[C:13]([C:32]([N:34]2[C@H:43]([CH2:44][N:45]3[CH2:50][CH2:49][N:48]([CH3:51])[CH2:47][CH2:46]3)[CH2:42][C:41]3[C:36](=[CH:37][CH:38]=[CH:39][CH:40]=3)[CH2:35]2)=[O:33])[CH:12]=1)[C:4]1[CH:9]=[CH:8][CH:7]=[CH:6][CH:5]=1, predict the reaction product. The product is: [CH2:3]([O:10][C:11]1[C:16]([O:17][CH3:18])=[CH:15][C:14]([N:19]2[C:27]3[C:22](=[CH:23][CH:24]=[CH:25][CH:26]=3)[C:21]([C:28]([O-:30])=[O:29])=[CH:20]2)=[C:13]([C:32]([N:34]2[C@H:43]([CH2:44][N:45]3[CH2:50][CH2:49][N:48]([CH3:51])[CH2:47][CH2:46]3)[CH2:42][C:41]3[C:36](=[CH:37][CH:38]=[CH:39][CH:40]=3)[CH2:35]2)=[O:33])[CH:12]=1)[C:4]1[CH:5]=[CH:6][CH:7]=[CH:8][CH:9]=1.[Li+:1]. (6) Given the reactants [N+:1]([C:4]1[CH:5]=[C:6]([C:11]#[C:12][Si](C)(C)C)[C:7]([NH2:10])=[N:8][CH:9]=1)([O-:3])=[O:2], predict the reaction product. The product is: [N+:1]([C:4]1[CH:5]=[C:6]2[CH:11]=[CH:12][NH:10][C:7]2=[N:8][CH:9]=1)([O-:3])=[O:2].